This data is from Drug-target binding data from BindingDB patent sources. The task is: Regression. Given a target protein amino acid sequence and a drug SMILES string, predict the binding affinity score between them. We predict pAffinity (pAffinity = -log10(affinity in M)). Dataset: bindingdb_patent. (1) The pAffinity is 8.3. The target protein (Q99814) has sequence MTADKEKKRSSSERRKEKSRDAARCRRSKETEVFYELAHELPLPHSVSSHLDKASIMRLAISFLRTHKLLSSVCSENESEAEADQQMDNLYLKALEGFIAVVTQDGDMIFLSENISKFMGLTQVELTGHSIFDFTHPCDHEEIRENLSLKNGSGFGKKSKDMSTERDFFMRMKCTVTNRGRTVNLKSATWKVLHCTGQVKVYNNCPPHNSLCGYKEPLLSCLIIMCEPIQHPSHMDIPLDSKTFLSRHSMDMKFTYCDDRITELIGYHPEELLGRSAYEFYHALDSENMTKSHQNLCTKGQVVSGQYRMLAKHGGYVWLETQGTVIYNPRNLQPQCIMCVNYVLSEIEKNDVVFSMDQTESLFKPHLMAMNSIFDSSGKGAVSEKSNFLFTKLKEEPEELAQLAPTPGDAIISLDFGNQNFEESSAYGKAILPPSQPWATELRSHSTQSEAGSLPAFTVPQAAAPGSTTPSATSSSSSCSTPNSPEDYYTSLDNDLKIEV.... The drug is O[C@@H]1CCc2c1c(ccc2Oc1cc(F)cc(F)c1)S(=O)(=O)CF. (2) The drug is Cc1ccc(Nc2cccc(c2)C(O)=O)cc1. The target protein (P52895) has sequence MDSKYQCVKLNDGHFMPVLGFGTYAPAEVPKSKALEAVKLAIEAGFHHIDSAHVYNNEEQVGLAIRSKIADGSVKREDIFYTSKLWSNSHRPELVRPALERSLKNLQLDYVDLYLIHFPVSVKPGEEVIPKDENGKILFDTVDLCATWEAMEKCKDAGLAKSIGVSNFNHRLLEMILNKPGLKYKPVCNQVECHPYFNQRKLLDFCKSKDIVLVAYSALGSHREEPWVDPNSPVLLEDPVLCALAKKHKRTPALIALRYQLQRGVVVLAKSYNEQRIRQNVQVFEFQLTSEEMKAIDGLNRNVRYLTLDIFAGPPNYPFSDEY. The pAffinity is 4.2. (3) The compound is Nc1nnc([nH]1)N1CCC(CC1)N1CC(=C)COC[C@@H]1Cc1ccc(Cl)cc1. The target protein (Q9BZP6) has sequence MTKLILLTGLVLILNLQLGSAYQLTCYFTNWAQYRPGLGRFMPDNIDPCLCTHLIYAFAGRQNNEITTIEWNDVTLYQAFNGLKNKNSQLKTLLAIGGWNFGTAPFTAMVSTPENRQTFITSVIKFLRQYEFDGLDFDWEYPGSRGSPPQDKHLFTVLVQEMREAFEQEAKQINKPRLMVTAAVAAGISNIQSGYEIPQLSQYLDYIHVMTYDLHGSWEGYTGENSPLYKYPTDTGSNAYLNVDYVMNYWKDNGAPAEKLIVGFPTYGHNFILSNPSNTGIGAPTSGAGPAGPYAKESGIWAYYEICTFLKNGATQGWDAPQEVPYAYQGNVWVGYDNIKSFDIKAQWLKHNKFGGAMVWAIDLDDFTGTFCNQGKFPLISTLKKALGLQSASCTAPAQPIEPITAAPSGSGNGSGSSSSGGSSGGSGFCAVRANGLYPVANNRNAFWHCVNGVTYQQNCQAGLVFDTSCDCCNWA. The pAffinity is 7.0.